From a dataset of Forward reaction prediction with 1.9M reactions from USPTO patents (1976-2016). Predict the product of the given reaction. (1) Given the reactants Br[C:2]1[C:11]2[C:6](=[CH:7][C:8]([O:14][CH3:15])=[C:9]([O:12][CH3:13])[CH:10]=2)[N:5]=[N:4][CH:3]=1.[F:16][C:17]1[N:22]=[CH:21][C:20](B(O)O)=[CH:19][CH:18]=1.C(=O)([O-])[O-].[Cs+].[Cs+], predict the reaction product. The product is: [F:16][C:17]1[N:22]=[CH:21][C:20]([C:2]2[C:11]3[C:6](=[CH:7][C:8]([O:14][CH3:15])=[C:9]([O:12][CH3:13])[CH:10]=3)[N:5]=[N:4][CH:3]=2)=[CH:19][CH:18]=1. (2) Given the reactants [Br:1][C:2]1[CH:8]=[C:7]([CH3:9])[C:5]([NH2:6])=[C:4]([CH3:10])[CH:3]=1.CCN(C(C)C)C(C)C.[F:20][C:21]([F:32])([F:31])[C:22](O[C:22](=[O:23])[C:21]([F:32])([F:31])[F:20])=[O:23], predict the reaction product. The product is: [Br:1][C:2]1[CH:8]=[C:7]([CH3:9])[C:5]([NH:6][C:22](=[O:23])[C:21]([F:32])([F:31])[F:20])=[C:4]([CH3:10])[CH:3]=1. (3) The product is: [C:1]([O:5][C:6]([NH:8][CH2:9][C:10]1[N:11]([CH2:37][CH:38]([CH3:40])[CH3:39])[C:12](=[O:36])[C:13]2[C:18]([C:19]=1[C:20]1[CH:25]=[CH:24][C:23]([F:26])=[CH:22][CH:21]=1)=[CH:17][C:16](/[CH:27]=[CH:28]/[C:29]([OH:31])=[O:30])=[CH:15][CH:14]=2)=[O:7])([CH3:4])([CH3:3])[CH3:2]. Given the reactants [C:1]([O:5][C:6]([NH:8][CH2:9][C:10]1[N:11]([CH2:37][CH:38]([CH3:40])[CH3:39])[C:12](=[O:36])[C:13]2[C:18]([C:19]=1[C:20]1[CH:25]=[CH:24][C:23]([F:26])=[CH:22][CH:21]=1)=[CH:17][C:16](/[CH:27]=[CH:28]/[C:29]([O:31]CCCC)=[O:30])=[CH:15][CH:14]=2)=[O:7])([CH3:4])([CH3:3])[CH3:2].[OH-].[Na+].O.Cl, predict the reaction product. (4) Given the reactants [C:1]([O:5][C:6](=[O:35])[NH:7][C@H:8]([C:29]1[CH:34]=[CH:33][CH:32]=[CH:31][CH:30]=1)[CH2:9][N:10]1[C:15](=[O:16])[C:14](Br)=[C:13]([CH3:18])[N:12]([CH2:19][C:20]2[C:25]([F:26])=[CH:24][CH:23]=[CH:22][C:21]=2[F:27])[C:11]1=[O:28])([CH3:4])([CH3:3])[CH3:2].[NH:36]1[CH2:41][CH2:40][NH:39][CH2:38][C:37]1=[O:42], predict the reaction product. The product is: [C:1]([O:5][C:6](=[O:35])[NH:7][C@H:8]([C:29]1[CH:34]=[CH:33][CH:32]=[CH:31][CH:30]=1)[CH2:9][N:10]1[C:15](=[O:16])[C:14]([N:39]2[CH2:40][CH2:41][NH:36][C:37](=[O:42])[CH2:38]2)=[C:13]([CH3:18])[N:12]([CH2:19][C:20]2[C:25]([F:26])=[CH:24][CH:23]=[CH:22][C:21]=2[F:27])[C:11]1=[O:28])([CH3:4])([CH3:3])[CH3:2]. (5) Given the reactants [Cl-].[NH3+:2][CH2:3][CH2:4][CH2:5][CH2:6][C:7]([C:9]1[CH:10]=[NH+:11][CH:12]=[CH:13][CH:14]=1)=O.[Cl-].[N+:16]([C:19]1[CH:24]=[CH:23][C:22]([C:25]2[O:31][C:28]([CH:29]=O)=[CH:27][CH:26]=2)=[CH:21][CH:20]=1)([O-:18])=[O:17], predict the reaction product. The product is: [N+:16]([C:19]1[CH:20]=[CH:21][C:22]([C:25]2[O:31][C:28]([CH:29]=[C:6]3[CH2:5][CH2:4][CH2:3][N:2]=[C:7]3[C:9]3[CH:10]=[N:11][CH:12]=[CH:13][CH:14]=3)=[CH:27][CH:26]=2)=[CH:23][CH:24]=1)([O-:18])=[O:17].